This data is from Full USPTO retrosynthesis dataset with 1.9M reactions from patents (1976-2016). The task is: Predict the reactants needed to synthesize the given product. (1) Given the product [CH2:1]([N:8]1[CH:12]=[CH:11][C:10]([C:13]#[N:14])=[C:9]1[C:15]([OH:17])=[O:16])[C:2]1[CH:3]=[CH:4][CH:5]=[CH:6][CH:7]=1, predict the reactants needed to synthesize it. The reactants are: [CH2:1]([N:8]1[CH:12]=[CH:11][C:10]([C:13]#[N:14])=[C:9]1[C:15]([O:17]CC)=[O:16])[C:2]1[CH:7]=[CH:6][CH:5]=[CH:4][CH:3]=1.[Li+].[OH-].Cl. (2) Given the product [O:10]1[C:6]2[C:5]3[CH2:13][CH2:14][NH:15][CH2:1][CH2:3][C:4]=3[CH:12]=[CH:11][C:7]=2[O:8][CH2:9]1, predict the reactants needed to synthesize it. The reactants are: [C:1]([CH2:3][C:4]1[CH:12]=[CH:11][C:7]2[O:8][CH2:9][O:10][C:6]=2[C:5]=1[CH2:13][C:14]#[N:15])#N.N. (3) Given the product [ClH:36].[CH3:26][O:25][C:22]1[CH:21]=[CH:20][C:19]([CH2:18][N:13]2[C:12](=[O:27])[C:11]3([CH2:10][CH2:9][NH:8][CH2:29][CH2:28]3)[N:15]([CH3:16])[C:14]2=[O:17])=[CH:24][CH:23]=1, predict the reactants needed to synthesize it. The reactants are: C(OC([N:8]1[CH2:29][CH2:28][C:11]2([N:15]([CH3:16])[C:14](=[O:17])[N:13]([CH2:18][C:19]3[CH:24]=[CH:23][C:22]([O:25][CH3:26])=[CH:21][CH:20]=3)[C:12]2=[O:27])[CH2:10][CH2:9]1)=O)(C)(C)C.O1CCOCC1.[ClH:36]. (4) Given the product [CH3:1][O:2][C:3](=[O:57])[NH:4][CH:5]([C:9]([N:11]1[CH:16]([C:17]2[NH:18][C:19]3[C:22]4[C:27]([CH:58]=[CH:59][C:20]=3[N:21]=2)=[CH:26][C:25]([C:28]2[CH:33]=[CH:32][C:31]([C:34]3[NH:35][C:36]([CH:39]5[CH:44]6[CH2:45][CH:41]([CH2:42][CH2:43]6)[N:40]5[C:46](=[O:56])[CH:47]([NH:51][C:52]([O:54][CH3:55])=[O:53])[CH:48]([CH3:50])[CH3:49])=[N:37][CH:38]=3)=[CH:30][CH:29]=2)=[CH:24][CH:23]=4)[CH2:15][CH:14]2[CH:12]1[CH2:13]2)=[O:10])[CH:6]([CH3:8])[CH3:7], predict the reactants needed to synthesize it. The reactants are: [CH3:1][O:2][C:3](=[O:57])[NH:4][CH:5]([C:9]([N:11]1[CH:16]([C:17]2[NH:18][C:19]([C:22]3[CH:27]=[CH:26][C:25]([C:28]4[CH:33]=[CH:32][C:31]([C:34]5[NH:35][C:36]([CH:39]6[CH:44]7[CH2:45][CH:41]([CH2:42][CH2:43]7)[N:40]6[C:46](=[O:56])[CH:47]([NH:51][C:52]([O:54][CH3:55])=[O:53])[CH:48]([CH3:50])[CH3:49])=[N:37][CH:38]=5)=[CH:30][CH:29]=4)=[CH:24][CH:23]=3)=[CH:20][N:21]=2)[CH2:15][CH:14]2[CH:12]1[CH2:13]2)=[O:10])[CH:6]([CH3:8])[CH3:7].[C:58](OC(N1C(C2NC(C3C=CC(Br)=CC=3)=CN=2)CC2C1C2)=O)(C)(C)[CH3:59]. (5) Given the product [NH2:30][C:22]1[O:23][C@H:24]([C:26]([F:28])([F:29])[F:27])[CH2:25][C@:20]([C:14]2[C:15](=[O:19])[N:16]([CH3:18])[CH:17]=[C:12]([NH:11][C:8](=[O:10])[C:5]3[CH:4]=[CH:3][C:2]([Cl:1])=[CH:7][N:6]=3)[CH:13]=2)([CH3:31])[N:21]=1, predict the reactants needed to synthesize it. The reactants are: [Cl:1][C:2]1[CH:3]=[CH:4][C:5]([C:8]([OH:10])=O)=[N:6][CH:7]=1.[NH2:11][C:12]1[CH:13]=[C:14]([C@:20]2([CH3:31])[CH2:25][C@@H:24]([C:26]([F:29])([F:28])[F:27])[O:23][C:22]([NH2:30])=[N:21]2)[C:15](=[O:19])[N:16]([CH3:18])[CH:17]=1. (6) Given the product [C:1]([NH:4][C@H:5]1[C@H:14]([C@@H:15]([C@@H:20]([CH2:25][OH:26])[OH:21])[OH:16])[O:13][C:8]([C:9]([OH:11])=[O:10])=[C:7]([CH2:30][CH2:31][CH3:32])[C@@H:6]1[OH:33])(=[O:3])[CH3:2], predict the reactants needed to synthesize it. The reactants are: [C:1]([NH:4][C@H:5]1[C@H:14]([C@@H:15]([C@@H:20]([CH2:25][O:26]C(=O)C)[O:21]C(=O)C)[O:16]C(=O)C)[O:13][C:8]([C:9]([O:11]C)=[O:10])=[C:7]([CH2:30][CH2:31][CH3:32])[C@@H:6]1[O:33]C(=O)C)(=[O:3])[CH3:2].C[O-].[Na+]. (7) Given the product [CH3:27][NH:28][C:3]([CH:5]1[CH2:9][C:8](=[O:10])[N:7]([C:11]2[CH:16]=[CH:15][C:14](/[CH:17]=[CH:18]/[C:19]3[CH:24]=[CH:23][C:22]([O:25][CH3:26])=[CH:21][CH:20]=3)=[CH:13][CH:12]=2)[CH2:6]1)=[O:2], predict the reactants needed to synthesize it. The reactants are: C[O:2][C:3]([CH:5]1[CH2:9][C:8](=[O:10])[N:7]([C:11]2[CH:16]=[CH:15][C:14](/[CH:17]=[CH:18]/[C:19]3[CH:24]=[CH:23][C:22]([O:25][CH3:26])=[CH:21][CH:20]=3)=[CH:13][CH:12]=2)[CH2:6]1)=O.[CH3:27][NH2:28].O. (8) Given the product [CH2:17]([O:19][C:20]([C:22]1[N:26]2[N:27]=[C:28]([O:14][CH2:13][C:3]3[C:4]([C:7]4[CH:12]=[CH:11][CH:10]=[CH:9][CH:8]=4)=[N:5][O:6][C:2]=3[CH3:1])[CH:29]=[CH:30][C:25]2=[N:24][N:23]=1)=[O:21])[CH3:18], predict the reactants needed to synthesize it. The reactants are: [CH3:1][C:2]1[O:6][N:5]=[C:4]([C:7]2[CH:12]=[CH:11][CH:10]=[CH:9][CH:8]=2)[C:3]=1[CH2:13][OH:14].[H-].[Na+].[CH2:17]([O:19][C:20]([C:22]1[N:26]2[N:27]=[C:28](Cl)[CH:29]=[CH:30][C:25]2=[N:24][N:23]=1)=[O:21])[CH3:18]. (9) Given the product [Cl:9][C:10]1[CH:11]=[C:12]2[C:20](=[CH:21][CH:22]=1)[NH:19][C:18]1[CH:17]([NH:23][C:6]([C:3]3[CH:4]=[CH:5][NH:1][N:2]=3)=[O:8])[CH2:16][CH2:15][CH2:14][C:13]2=1, predict the reactants needed to synthesize it. The reactants are: [NH:1]1[CH:5]=[CH:4][C:3]([C:6]([OH:8])=O)=[N:2]1.[Cl:9][C:10]1[CH:11]=[C:12]2[C:20](=[CH:21][CH:22]=1)[NH:19][C:18]1[CH:17]([NH2:23])[CH2:16][CH2:15][CH2:14][C:13]2=1. (10) Given the product [CH3:41][O:40][C:38](=[O:39])[C:31]1[CH:32]=[C:33]([CH2:36][NH2:37])[CH:34]=[CH:35][C:30]=1[CH2:29][N:18]([CH2:17][C:9]1[NH:8][C:12]2[CH:13]=[CH:14][CH:15]=[CH:16][C:11]=2[N:10]=1)[CH:19]1[C:28]2[N:27]=[CH:26][CH:25]=[CH:24][C:23]=2[CH2:22][CH2:21][CH2:20]1, predict the reactants needed to synthesize it. The reactants are: C(OC([N:8]1[C:12]2[CH:13]=[CH:14][CH:15]=[CH:16][C:11]=2[N:10]=[C:9]1[CH2:17][N:18]([CH2:29][C:30]1[CH:35]=[CH:34][C:33]([C:36]#[N:37])=[CH:32][C:31]=1[C:38]([O:40][CH3:41])=[O:39])[CH:19]1[C:28]2[N:27]=[CH:26][CH:25]=[CH:24][C:23]=2[CH2:22][CH2:21][CH2:20]1)=O)(C)(C)C.CO.